Dataset: Reaction yield outcomes from USPTO patents with 853,638 reactions. Task: Predict the reaction yield, written as a fraction of the theoretical maximum amount of product (1.0 means a 100% yield; for example, 0.34 means a 34% yield). (1) The reactants are C(OC([NH:8][NH:9][C:10]([C:12]1[CH:13]=[CH:14][C:15]([CH3:31])=[C:16]([C:18]2[CH:23]=[CH:22][C:21]([C:24]([NH:26][CH2:27][CH:28]3[CH2:30][CH2:29]3)=[O:25])=[CH:20][CH:19]=2)[CH:17]=1)=[O:11])=O)(C)(C)C. The catalyst is FC(F)(F)C(O)=O. The product is [CH:28]1([CH2:27][NH:26][C:24]([C:21]2[CH:20]=[CH:19][C:18]([C:16]3[CH:17]=[C:12]([C:10]([NH:9][NH2:8])=[O:11])[CH:13]=[CH:14][C:15]=3[CH3:31])=[CH:23][CH:22]=2)=[O:25])[CH2:30][CH2:29]1. The yield is 0.610. (2) The reactants are [N:1]1[CH:6]=[CH:5][CH:4]=[C:3]([CH2:7][C@H:8]2[C@H:13]([NH:14][C:15]([C:17]3[O:18][C:19]4[CH:25]=[CH:24][CH:23]=[CH:22][C:20]=4[CH:21]=3)=[O:16])[CH:12]3[CH2:26][CH2:27][N:9]2[CH2:10][CH2:11]3)[CH:2]=1.ClCCl.[C:31]1([CH3:41])[CH:36]=[CH:35][C:34]([S:37]([OH:40])(=[O:39])=[O:38])=[CH:33][CH:32]=1.C(OC(C)C)(=O)C. The catalyst is O. The product is [C:31]1([CH3:41])[CH:32]=[CH:33][C:34]([S:37]([OH:40])(=[O:38])=[O:39])=[CH:35][CH:36]=1.[N:1]1[CH:6]=[CH:5][CH:4]=[C:3]([CH2:7][C@H:8]2[C@H:13]([NH:14][C:15]([C:17]3[O:18][C:19]4[CH:25]=[CH:24][CH:23]=[CH:22][C:20]=4[CH:21]=3)=[O:16])[CH:12]3[CH2:26][CH2:27][N:9]2[CH2:10][CH2:11]3)[CH:2]=1. The yield is 0.885. (3) The yield is 0.160. The reactants are C[Si]([N-][Si](C)(C)C)(C)C.[Na+].C(OC([N:18]1[C:22]([NH2:23])=[CH:21][C:20]([CH2:24][CH2:25][C:26]2[CH:31]=[C:30]([O:32][CH3:33])[CH:29]=[C:28]([O:34][CH3:35])[CH:27]=2)=[N:19]1)=O)(C)(C)C.[F:36][CH:37]1[CH2:42][CH2:41][CH2:40][N:39]([CH2:43][C:44]2[CH:53]=[CH:52][C:47]([C:48](OC)=[O:49])=[CH:46][CH:45]=2)[CH2:38]1.C(=O)([O-])[O-]. The catalyst is C1COCC1.CC#N. The product is [CH3:33][O:32][C:30]1[CH:31]=[C:26]([CH2:25][CH2:24][C:20]2[NH:19][N:18]=[C:22]([NH:23][C:48](=[O:49])[C:47]3[CH:46]=[CH:45][C:44]([CH2:43][N:39]4[CH2:40][CH2:41][CH2:42][CH:37]([F:36])[CH2:38]4)=[CH:53][CH:52]=3)[CH:21]=2)[CH:27]=[C:28]([O:34][CH3:35])[CH:29]=1. (4) The yield is 0.440. The product is [CH3:6][N:7]([CH3:10])[CH:8]=[C:15]([O:16][C:17]1[CH:22]=[CH:21][C:20]([O:23][CH3:24])=[CH:19][CH:18]=1)[CH:14]=[O:13]. The catalyst is O.C(OCC)(=O)C.C(Cl)(Cl)Cl. The reactants are P(Cl)(Cl)(Cl)=O.[CH3:6][N:7]([CH3:10])[CH:8]=O.C([O:13][CH:14](OCC)[CH2:15][O:16][C:17]1[CH:22]=[CH:21][C:20]([O:23][CH3:24])=[CH:19][CH:18]=1)C.C(=O)([O-])[O-].[K+].[K+]. (5) The reactants are [F:1][C:2]1[CH:11]=[C:10]2[C:5]([CH:6]=[CH:7][C:8](=[O:12])[NH:9]2)=[N:4][CH:3]=1.[H-].[Na+].[CH2:15](I)[CH:16]=[CH2:17].O. The catalyst is CN(C=O)C. The product is [F:1][C:2]1[CH:11]=[C:10]2[C:5]([CH:6]=[CH:7][C:8](=[O:12])[N:9]2[CH2:17][CH:16]=[CH2:15])=[N:4][CH:3]=1. The yield is 0.630. (6) The product is [C:30]([O:34][C:35]([N:37]1[CH:43]2[CH2:44][CH2:45][CH:38]1[CH2:39][N:40]([C:20]([C:19]1[CH:18]=[N:17][C:16]([NH:15][C:12]3[N:13]=[CH:14][C:9]4[CH:8]=[C:7]([C:25](=[O:29])[N:26]([CH3:28])[CH3:27])[N:6]([CH:1]5[CH2:5][CH2:4][CH2:3][CH2:2]5)[C:10]=4[N:11]=3)=[CH:24][CH:23]=1)=[O:21])[CH2:41][CH2:42]2)=[O:36])([CH3:33])([CH3:31])[CH3:32]. The reactants are [CH:1]1([N:6]2[C:10]3[N:11]=[C:12]([NH:15][C:16]4[CH:24]=[CH:23][C:19]([C:20](O)=[O:21])=[CH:18][N:17]=4)[N:13]=[CH:14][C:9]=3[CH:8]=[C:7]2[C:25](=[O:29])[N:26]([CH3:28])[CH3:27])[CH2:5][CH2:4][CH2:3][CH2:2]1.[C:30]([O:34][C:35]([N:37]1[CH:43]2[CH2:44][CH2:45][CH:38]1[CH2:39][NH:40][CH2:41][CH2:42]2)=[O:36])([CH3:33])([CH3:32])[CH3:31]. No catalyst specified. The yield is 0.850. (7) The reactants are [F:1][C:2]1[CH:7]=[CH:6][C:5]([CH2:8][C:9]#[N:10])=[CH:4][C:3]=1[O:11][CH2:12][C:13]([F:16])([F:15])[F:14].[NH4+].[OH-]. The catalyst is O1CCCC1. The product is [F:1][C:2]1[CH:7]=[CH:6][C:5]([CH2:8][CH2:9][NH2:10])=[CH:4][C:3]=1[O:11][CH2:12][C:13]([F:14])([F:16])[F:15]. The yield is 0.800. (8) The reactants are [H-].[Na+].Cl.[NH2:4][C:5]([NH2:7])=[NH:6].C([O:10][C:11](=O)[CH2:12][C:13]([C:15]1[CH:20]=[CH:19][C:18]([F:21])=[CH:17][CH:16]=1)=O)C.O. The catalyst is CN(C=O)C. The product is [OH:10][C:11]1[CH:12]=[C:13]([C:15]2[CH:16]=[CH:17][C:18]([F:21])=[CH:19][CH:20]=2)[N:4]=[C:5]([NH2:7])[N:6]=1. The yield is 0.510. (9) The reactants are I[CH:2]([I:4])I.[N:5]1([CH2:11][C:12]2[CH:19]=[CH:18][C:15]([CH:16]=O)=[CH:14][CH:13]=2)[CH2:10][CH2:9][O:8][CH2:7][CH2:6]1.O. The catalyst is C1COCC1.[Cl-].[Cr+3].[Cl-].[Cl-]. The product is [I:4]/[CH:2]=[CH:16]/[C:15]1[CH:14]=[CH:13][C:12]([CH2:11][N:5]2[CH2:10][CH2:9][O:8][CH2:7][CH2:6]2)=[CH:19][CH:18]=1. The yield is 0.550.